This data is from Full USPTO retrosynthesis dataset with 1.9M reactions from patents (1976-2016). The task is: Predict the reactants needed to synthesize the given product. (1) Given the product [Cl:5][C:6]1[CH:15]=[N:14][C:13]2[C:8](=[CH:9][CH:10]=[C:11]([OH:16])[CH:12]=2)[N:7]=1, predict the reactants needed to synthesize it. The reactants are: [Cl-].[Cl-].[Cl-].[Al+3].[Cl:5][C:6]1[CH:15]=[N:14][C:13]2[C:8](=[CH:9][CH:10]=[C:11]([O:16]C)[CH:12]=2)[N:7]=1.C1(C)C=CC=CC=1.CCCCCC.C(OCC)(=O)C. (2) Given the product [CH2:1]([O:4][C:5]1[CH:10]=[CH:9][C:8]([C:11]([F:14])([F:12])[F:13])=[CH:7][C:6]=1[C:15]1[S:19][C:18]([NH:20][C:21](=[O:30])[C:22]2[C:23]([F:29])=[CH:24][CH:25]=[CH:26][C:27]=2[F:28])=[N:17][CH:16]=1)[CH:2]=[CH2:3], predict the reactants needed to synthesize it. The reactants are: [CH2:1]([O:4][C:5]1[CH:10]=[CH:9][C:8]([C:11]([F:14])([F:13])[F:12])=[CH:7][C:6]=1[C:15]1[S:19][C:18]([NH:20][C:21](=[O:30])[C:22]2[C:27]([F:28])=[CH:26][CH:25]=[CH:24][C:23]=2[F:29])=[N:17][C:16]=1C(OC)=O)[CH:2]=[CH2:3].[OH-].[Na+]. (3) Given the product [OH:5][C:3]([CH3:6])([CH3:4])[CH2:2][NH:1][C:21]([C:20]1[CH:24]=[CH:25][N:26]=[CH:27][C:19]=1[NH:18][C:16]([C:14]1[C:13]([NH:28][C:29]2[CH:30]=[N:31][CH:32]=[N:33][CH:34]=2)=[CH:12][CH:11]=[C:10]([CH:7]2[CH2:9][CH2:8]2)[N:15]=1)=[O:17])=[O:22], predict the reactants needed to synthesize it. The reactants are: [NH2:1][CH2:2][C:3]([CH3:6])([OH:5])[CH3:4].[CH:7]1([C:10]2[N:15]=[C:14]([C:16]([NH:18][C:19]3[CH:27]=[N:26][CH:25]=[CH:24][C:20]=3[C:21](O)=[O:22])=[O:17])[C:13]([NH:28][C:29]3[CH:30]=[N:31][CH:32]=[N:33][CH:34]=3)=[CH:12][CH:11]=2)[CH2:9][CH2:8]1. (4) Given the product [N:1]1[CH:6]=[CH:5][CH:4]=[C:3]([C:7]2[S:11][C:10]([C:12](=[N:16][OH:17])[CH3:13])=[N:9][N:8]=2)[CH:2]=1, predict the reactants needed to synthesize it. The reactants are: [N:1]1[CH:6]=[CH:5][CH:4]=[C:3]([C:7]2[S:11][C:10]([C:12](=O)[CH3:13])=[N:9][N:8]=2)[CH:2]=1.Cl.[NH2:16][OH:17].C(=O)([O-])[O-].[K+].[K+]. (5) Given the product [Br:1][C:2]1[CH:3]=[CH:4][C:5]([C@@H:8]([N:10]2[CH2:15][CH2:14][C@@:13]([C:19]3[CH:20]=[CH:21][C:22]([F:25])=[CH:23][CH:24]=3)([CH2:16][CH2:17][N:30]3[CH2:31][CH2:32][NH:27][C:28](=[O:33])[CH2:29]3)[O:12][C:11]2=[O:26])[CH3:9])=[CH:6][CH:7]=1, predict the reactants needed to synthesize it. The reactants are: [Br:1][C:2]1[CH:7]=[CH:6][C:5]([C@@H:8]([N:10]2[CH2:15][CH2:14][C@@:13]([C:19]3[CH:24]=[CH:23][C:22]([F:25])=[CH:21][CH:20]=3)([CH2:16][CH2:17]O)[O:12][C:11]2=[O:26])[CH3:9])=[CH:4][CH:3]=1.[NH:27]1[CH2:32][CH2:31][NH:30][CH2:29][C:28]1=[O:33].